Dataset: Forward reaction prediction with 1.9M reactions from USPTO patents (1976-2016). Task: Predict the product of the given reaction. (1) Given the reactants [CH3:1][O:2][CH2:3][O:4][C:5]1[CH:6]=[C:7]([CH:10]=[CH:11][CH:12]=1)[CH:8]=O.[H][H].[CH3:15][NH2:16], predict the reaction product. The product is: [CH3:1][O:2][CH2:3][O:4][C:5]1[CH:6]=[C:7]([CH:10]=[CH:11][CH:12]=1)[CH2:8][NH:16][CH3:15]. (2) Given the reactants [C:1]([O:5][C:6](=[O:52])[C@@H:7]([NH:31][C:32](=[O:51])[NH:33][C@@H:34]([CH2:42][CH2:43][C:44]([O:46][C:47]([CH3:50])([CH3:49])[CH3:48])=[O:45])[C:35]([O:37][C:38]([CH3:41])([CH3:40])[CH3:39])=[O:36])[CH2:8][CH2:9][CH2:10][CH2:11][NH:12][C:13](=[O:30])[CH2:14][CH2:15][CH2:16][CH2:17][CH2:18][CH2:19][C:20](ON1C(=O)CCC1=O)=[O:21])([CH3:4])([CH3:3])[CH3:2].[NH2:53][C@@H:54]([CH2:58][CH2:59][CH2:60][CH2:61][N:62]([CH2:70][C:71]([O:73][C:74]([CH3:77])([CH3:76])[CH3:75])=[O:72])[CH2:63][C:64]1[CH:69]=[CH:68][CH:67]=[CH:66][N:65]=1)[C:55]([OH:57])=[O:56].CCN(C(C)C)C(C)C, predict the reaction product. The product is: [C:74]([O:73][C:71](=[O:72])[CH2:70][N:62]([CH2:63][C:64]1[CH:69]=[CH:68][CH:67]=[CH:66][N:65]=1)[CH2:61][CH2:60][CH2:59][CH2:58][C@@H:54]([C:55]([OH:57])=[O:56])[NH:53][C:20](=[O:21])[CH2:19][CH2:18][CH2:17][CH2:16][CH2:15][CH2:14][C:13](=[O:30])[NH:12][CH2:11][CH2:10][CH2:9][CH2:8][C@@H:7]([C:6]([O:5][C:1]([CH3:4])([CH3:3])[CH3:2])=[O:52])[NH:31][C:32](=[O:51])[NH:33][C@H:34]([C:35]([O:37][C:38]([CH3:39])([CH3:40])[CH3:41])=[O:36])[CH2:42][CH2:43][C:44](=[O:45])[O:46][C:47]([CH3:49])([CH3:50])[CH3:48])([CH3:77])([CH3:76])[CH3:75]. (3) Given the reactants C(C([CH2:18][C:19]([C:21]1[CH:30]=[C:29]([O:31][CH3:32])[C:24]2[O:25][CH2:26][CH2:27][O:28][C:23]=2[C:22]=1[O:33][CH3:34])=[O:20])C(C1C=CC=CC=1)=O)(=O)C1C=CC=CC=1.[OH-:35].[Na+], predict the reaction product. The product is: [CH3:34][O:33][C:22]1[C:23]2[O:28][CH2:27][CH2:26][O:25][C:24]=2[C:29]([O:31][CH3:32])=[CH:30][C:21]=1[C:19](=[O:20])[CH2:18][C:19]([C:21]1[CH:30]=[CH:29][CH:24]=[CH:23][CH:22]=1)=[O:35]. (4) Given the reactants OS(O)(=O)=O.[OH:6][C:7]1[CH:15]=[CH:14][C:10]([C:11]([OH:13])=[O:12])=[CH:9][C:8]=1[C:16]([F:19])([F:18])[F:17].[CH3:20]C(=O)OCC, predict the reaction product. The product is: [OH:6][C:7]1[CH:15]=[CH:14][C:10]([C:11]([O:13][CH3:20])=[O:12])=[CH:9][C:8]=1[C:16]([F:17])([F:18])[F:19]. (5) Given the reactants [Br:1][C:2]1[C:11]2[N:10]=[CH:9][CH:8]=[N:7][C:6]=2[C:5]([C:12]([O:14]C)=O)=[C:4]([O:16]C)[CH:3]=1.Cl.C([NH:21][CH2:22][C:23]([OH:25])=[O:24])C.C(N(CC)CC)C.C1CN([P+](ON2N=NC3C=CC=CC2=3)(N2CCCC2)N2CCCC2)CC1.F[P-](F)(F)(F)(F)F.[OH-].[Na+], predict the reaction product. The product is: [Br:1][C:2]1[CH:3]=[C:4]([OH:16])[C:5]([C:12]([NH:21][CH2:22][C:23]([OH:25])=[O:24])=[O:14])=[C:6]2[C:11]=1[N:10]=[CH:9][CH:8]=[N:7]2. (6) Given the reactants [CH2:1]([O:3][CH2:4][C:5]1[N:6]([CH2:18][CH2:19][CH2:20][CH2:21][CH2:22][C:23]([NH2:25])=[O:24])[C:7]2[C:16]3[N:15]=[CH:14][CH:13]=[CH:12][C:11]=3[N:10]=[CH:9][C:8]=2[N:17]=1)[CH3:2].C1C=C(Cl)C=C(C(OO)=O)C=1.[OH-].[NH4+:38].C1(C)C=CC(S(Cl)(=O)=O)=CC=1, predict the reaction product. The product is: [NH2:38][C:9]1[C:8]2[N:17]=[C:5]([CH2:4][O:3][CH2:1][CH3:2])[N:6]([CH2:18][CH2:19][CH2:20][CH2:21][CH2:22][C:23]([NH2:25])=[O:24])[C:7]=2[C:16]2[N:15]=[CH:14][CH:13]=[CH:12][C:11]=2[N:10]=1.